Dataset: TCR-epitope binding with 47,182 pairs between 192 epitopes and 23,139 TCRs. Task: Binary Classification. Given a T-cell receptor sequence (or CDR3 region) and an epitope sequence, predict whether binding occurs between them. (1) The epitope is LLALHRSYL. The TCR CDR3 sequence is CASSARDYAKEQYF. Result: 1 (the TCR binds to the epitope). (2) The epitope is RQLLFVVEV. The TCR CDR3 sequence is CASSRYRVEAEAFF. Result: 1 (the TCR binds to the epitope). (3) The epitope is TLIGDCATV. The TCR CDR3 sequence is CASSVSTEAFF. Result: 1 (the TCR binds to the epitope). (4) The epitope is KMQRMLLEK. The TCR CDR3 sequence is CASSYTTGGTEAFF. Result: 0 (the TCR does not bind to the epitope). (5) The epitope is TLIGDCATV. The TCR CDR3 sequence is CASSYSIGSGEETQYF. Result: 0 (the TCR does not bind to the epitope). (6) The epitope is RAKFKQLL. The TCR CDR3 sequence is CASSLTSSLAGDYSEQFF. Result: 1 (the TCR binds to the epitope). (7) The epitope is YLDAYNMMI. The TCR CDR3 sequence is CASSFGNPEAFF. Result: 0 (the TCR does not bind to the epitope). (8) The epitope is CINGVCWTV. The TCR CDR3 sequence is CASSQDRGAGELFF. Result: 0 (the TCR does not bind to the epitope). (9) The epitope is RLRAEAQVK. The TCR CDR3 sequence is CASSETPQPFQNGYTF. Result: 1 (the TCR binds to the epitope). (10) The epitope is PROT_97E67BCC. The TCR CDR3 sequence is CASSEWGELNEQYF. Result: 1 (the TCR binds to the epitope).